The task is: Predict which catalyst facilitates the given reaction.. This data is from Catalyst prediction with 721,799 reactions and 888 catalyst types from USPTO. (1) Reactant: [CH2:1]([C:5]1[CH:6]=[C:7]2[C:12](=[C:13]([O:15][C@@H:16]3[CH2:20][CH2:19][N:18]([CH2:21][CH2:22][C:23]([OH:25])=[O:24])[CH2:17]3)[CH:14]=1)[N:11]=[CH:10][CH:9]=[CH:8]2)[CH2:2][CH2:3][CH3:4].CN(C(ON1N=[N:41][C:36]2C=[CH:38][CH:39]=[CH:40][C:35]1=2)=[N+](C)C)C.[B-](F)(F)(F)F.C(N(CC)CC)C.N1CCCCC1. Product: [CH:23]([OH:25])=[O:24].[CH2:1]([C:5]1[CH:6]=[C:7]2[C:12](=[C:13]([O:15][C@@H:16]3[CH2:20][CH2:19][N:18]([CH2:21][CH2:22][C:23](=[O:24])[N:41]4[CH2:38][CH2:39][CH2:40][CH2:35][CH2:36]4)[CH2:17]3)[CH:14]=1)[N:11]=[CH:10][CH:9]=[CH:8]2)[CH2:2][CH2:3][CH3:4].[CH:23]([O-:25])=[O:24]. The catalyst class is: 121. (2) Reactant: C[O:2][C:3]([C:5]1[CH:10]=[C:9]([Cl:11])[N:8]=[C:7]([S:12][CH3:13])[N:6]=1)=O.[NH3:14]. Product: [Cl:11][C:9]1[N:8]=[C:7]([S:12][CH3:13])[N:6]=[C:5]([C:3]([NH2:14])=[O:2])[CH:10]=1. The catalyst class is: 22. (3) Reactant: [Cl:1][C:2]1[CH:14]=[N:13][C:5]2[NH:6][C:7]3[CH2:12][CH2:11][NH:10][CH2:9][C:8]=3[C:4]=2[CH:3]=1.CCN(C(C)C)C(C)C.[C:24]([C:26]1[CH:34]=[CH:33][C:29]([C:30](Cl)=[O:31])=[CH:28][CH:27]=1)#[N:25].Cl.CCOCC. Product: [ClH:1].[Cl:1][C:2]1[CH:14]=[N:13][C:5]2[NH:6][C:7]3[CH2:12][CH2:11][N:10]([C:30]([C:29]4[CH:33]=[CH:34][C:26]([C:24]#[N:25])=[CH:27][CH:28]=4)=[O:31])[CH2:9][C:8]=3[C:4]=2[CH:3]=1. The catalyst class is: 1. (4) Reactant: C([Mg]Cl)(C)C.[NH:6]1[CH:10]=[CH:9][CH:8]=[C:7]1[CH2:11][C:12]1[CH:21]=[CH:20][C:15]([C:16]([O:18][CH3:19])=[O:17])=[CH:14][CH:13]=1.[F:22][CH:23]([F:40])[O:24][C:25]1[CH:39]=[CH:38][C:28]([C:29](=[O:37])SC2C=CC=CN=2)=[CH:27][CH:26]=1. Product: [F:22][CH:23]([F:40])[O:24][C:25]1[CH:26]=[CH:27][C:28]([C:29]([C:10]2[NH:6][C:7]([CH2:11][C:12]3[CH:21]=[CH:20][C:15]([C:16]([O:18][CH3:19])=[O:17])=[CH:14][CH:13]=3)=[CH:8][CH:9]=2)=[O:37])=[CH:38][CH:39]=1. The catalyst class is: 1. (5) Reactant: [C:1]([O:5][C:6](=[O:17])[CH:7]([N:9]1[CH:13]=[CH:12][C:11]([N+:14]([O-])=O)=[N:10]1)[CH3:8])([CH3:4])([CH3:3])[CH3:2].[H][H]. Product: [C:1]([O:5][C:6](=[O:17])[CH:7]([N:9]1[CH:13]=[CH:12][C:11]([NH2:14])=[N:10]1)[CH3:8])([CH3:2])([CH3:3])[CH3:4]. The catalyst class is: 19. (6) Reactant: Br[C:2]1[C:10]2[C:5](=[CH:6][CH:7]=[C:8]([N+:11]([O-:13])=[O:12])[CH:9]=2)[N:4]([C:14]([C:27]2[CH:32]=[CH:31][CH:30]=[CH:29][CH:28]=2)([C:21]2[CH:26]=[CH:25][CH:24]=[CH:23][CH:22]=2)[C:15]2[CH:20]=[CH:19][CH:18]=[CH:17][CH:16]=2)[N:3]=1.[F:33][C:34]1[CH:35]=[C:36](B(O)O)[CH:37]=[CH:38][C:39]=1[OH:40].[O-]P([O-])([O-])=O.[K+].[K+].[K+]. Product: [F:33][C:34]1[CH:35]=[C:36]([C:2]2[C:10]3[C:5](=[CH:6][CH:7]=[C:8]([N+:11]([O-:13])=[O:12])[CH:9]=3)[N:4]([C:14]([C:27]3[CH:32]=[CH:31][CH:30]=[CH:29][CH:28]=3)([C:21]3[CH:26]=[CH:25][CH:24]=[CH:23][CH:22]=3)[C:15]3[CH:20]=[CH:19][CH:18]=[CH:17][CH:16]=3)[N:3]=2)[CH:37]=[CH:38][C:39]=1[OH:40]. The catalyst class is: 117. (7) Reactant: [H-].[Na+].[Cl:3][C:4]1[CH:9]=[CH:8][CH:7]=[C:6]([F:10])[C:5]=1[CH2:11][C:12]([O:14]CC)=O.[C:17]([O:20][C:21](=O)[CH3:22])(=[O:19])[CH3:18].Cl. Product: [Cl:3][C:4]1[CH:9]=[CH:8][CH:7]=[C:6]([F:10])[C:5]=1[CH2:11][C:12](=[O:14])[CH2:18][C:17]([O:20][CH2:21][CH3:22])=[O:19]. The catalyst class is: 7. (8) Reactant: O.[NH:2]1[CH2:9][CH2:8][CH2:7][C@H:3]1[C:4]([NH2:6])=[O:5].[F:10][C:11]([F:18])([F:17])[CH2:12][O:13][C:14](Cl)=[O:15].[OH-].[Na+]. Product: [F:10][C:11]([F:18])([F:17])[CH2:12][O:13][C:14]([NH:6][C:4](=[O:5])[C@@H:3]1[CH2:7][CH2:8][CH2:9][NH:2]1)=[O:15]. The catalyst class is: 684. (9) Reactant: [CH:1]([C:4]1[CH:5]=[C:6](/[C:10](=[N:12]/[S@:13]([C:15]([CH3:18])([CH3:17])[CH3:16])=[O:14])/[CH3:11])[CH:7]=[CH:8][CH:9]=1)([CH3:3])[CH3:2].O.[BH4-].[Na+]. Product: [CH:1]([C:4]1[CH:5]=[C:6]([C@@H:10]([NH:12][S@:13]([C:15]([CH3:18])([CH3:16])[CH3:17])=[O:14])[CH3:11])[CH:7]=[CH:8][CH:9]=1)([CH3:3])[CH3:2]. The catalyst class is: 1.